Dataset: Catalyst prediction with 721,799 reactions and 888 catalyst types from USPTO. Task: Predict which catalyst facilitates the given reaction. (1) Reactant: [Cl:1][C:2]1[CH:7]=[CH:6][C:5]([S:8]([N:11]([C:15]2[C:16]([C:22](=[O:30])[C:23]3[CH:28]=[CH:27][CH:26]=[CH:25][C:24]=3[Cl:29])=[N:17][CH:18]=[C:19]([CH3:21])[CH:20]=2)COC)(=[O:10])=[O:9])=[CH:4][C:3]=1[C:31]([F:34])([F:33])[F:32].O. Product: [Cl:1][C:2]1[CH:7]=[CH:6][C:5]([S:8]([NH:11][C:15]2[C:16]([C:22](=[O:30])[C:23]3[CH:28]=[CH:27][CH:26]=[CH:25][C:24]=3[Cl:29])=[N:17][CH:18]=[C:19]([CH3:21])[CH:20]=2)(=[O:10])=[O:9])=[CH:4][C:3]=1[C:31]([F:32])([F:34])[F:33]. The catalyst class is: 89. (2) Reactant: [CH3:1][C:2]1[CH:7]=[C:6]([O:8][CH2:9][C:10]2([C:14]([OH:16])=[O:15])[CH2:13][CH2:12][CH2:11]2)[N:5]=[CH:4][C:3]=1[C:17]1[CH:18]=[N:19][C:20]([C:23]2[N:24](COCC[Si](C)(C)C)[CH:25]=[C:26]([C:28]([F:31])([F:30])[F:29])[N:27]=2)=[CH:21][CH:22]=1. Product: [CH3:1][C:2]1[CH:7]=[C:6]([O:8][CH2:9][C:10]2([C:14]([OH:16])=[O:15])[CH2:13][CH2:12][CH2:11]2)[N:5]=[CH:4][C:3]=1[C:17]1[CH:18]=[N:19][C:20]([C:23]2[NH:27][C:26]([C:28]([F:30])([F:29])[F:31])=[CH:25][N:24]=2)=[CH:21][CH:22]=1. The catalyst class is: 574. (3) Reactant: O.C1(C)C=CC(S(O)(=O)=O)=CC=1.C[O:14][C:15]1(OC)[CH2:19][CH2:18][CH2:17][CH:16]1[O:20][C:21](=[O:38])[C@@H:22]([NH:30][C:31]([O:33][C:34]([CH3:37])([CH3:36])[CH3:35])=[O:32])[CH2:23][C:24]1[CH:29]=[CH:28][CH:27]=[CH:26][CH:25]=1.O.C(=O)([O-])O.[Na+]. Product: [O:14]=[C:15]1[CH2:19][CH2:18][CH2:17][CH:16]1[O:20][C:21](=[O:38])[C@@H:22]([NH:30][C:31]([O:33][C:34]([CH3:36])([CH3:35])[CH3:37])=[O:32])[CH2:23][C:24]1[CH:25]=[CH:26][CH:27]=[CH:28][CH:29]=1.[C:15]1(=[O:14])[CH2:19][CH2:18][CH2:17][CH2:16]1. The catalyst class is: 21. (4) Reactant: O=[C:2]1[CH:6]2[CH2:7][N:8]([C:11]([O:13][C:14]([CH3:17])([CH3:16])[CH3:15])=[O:12])[CH2:9][CH2:10][N:5]2C(=O)[O:3]1.[NH2:19][C:20]1[CH:21]=[N:22][CH:23]=[CH:24][CH:25]=1. Product: [N:22]1[CH:23]=[CH:24][CH:25]=[C:20]([NH:19][C:2]([CH:6]2[NH:5][CH2:10][CH2:9][N:8]([C:11]([O:13][C:14]([CH3:15])([CH3:16])[CH3:17])=[O:12])[CH2:7]2)=[O:3])[CH:21]=1. The catalyst class is: 20.